This data is from Catalyst prediction with 721,799 reactions and 888 catalyst types from USPTO. The task is: Predict which catalyst facilitates the given reaction. (1) Reactant: [NH2:1][C:2]1[CH2:28][O:27][CH2:26][C@:4]2([C:17]3[CH:16]=[C:15]([C:18]4[CH2:19][O:20][CH2:21][CH2:22][CH:23]=4)[CH:14]=[C:13]([F:24])[C:12]=3[O:11][C:10]3[C:5]2=[CH:6][C:7]([OH:25])=[CH:8][CH:9]=3)[N:3]=1.[CH3:29][C:30]([O:33][C:34](O[C:34]([O:33][C:30]([CH3:32])([CH3:31])[CH3:29])=[O:35])=[O:35])([CH3:32])[CH3:31].C(N(CC)CC)C. Product: [O:20]1[CH2:21][CH2:22][CH:23]=[C:18]([C:15]2[CH:14]=[C:13]([F:24])[C:12]3[O:11][C:10]4[C:5](=[CH:6][C:7]([OH:25])=[CH:8][CH:9]=4)[C@:4]4([N:3]=[C:2]([NH:1][C:34](=[O:35])[O:33][C:30]([CH3:32])([CH3:31])[CH3:29])[CH2:28][O:27][CH2:26]4)[C:17]=3[CH:16]=2)[CH2:19]1. The catalyst class is: 1. (2) Reactant: Cl[CH2:2][C:3]1[CH:8]=[C:7]([CH3:9])[CH:6]=[CH:5][C:4]=1[N+:10]([O-:12])=[O:11].[NH:13]([C:21]([O:23][C:24]([CH3:27])([CH3:26])[CH3:25])=[O:22])[C:14]([O:16][C:17]([CH3:20])([CH3:19])[CH3:18])=[O:15].[K]. Product: [C:21]([N:13]([C:14]([O:16][C:17]([CH3:20])([CH3:19])[CH3:18])=[O:15])[CH2:2][C:3]1[CH:8]=[C:7]([CH3:9])[CH:6]=[CH:5][C:4]=1[N+:10]([O-:12])=[O:11])([O:23][C:24]([CH3:26])([CH3:27])[CH3:25])=[O:22]. The catalyst class is: 179. (3) Reactant: C([O:8][C:9]1[CH:18]=[C:17]2[C:12]([C:13]([N:20]3[CH2:24][CH2:23][CH2:22][CH2:21]3)=[CH:14][C:15]([CH3:19])=[N:16]2)=[CH:11][C:10]=1[F:25])C1C=CC=CC=1. Product: [F:25][C:10]1[CH:11]=[C:12]2[C:17](=[CH:18][C:9]=1[OH:8])[N:16]=[C:15]([CH3:19])[CH:14]=[C:13]2[N:20]1[CH2:24][CH2:23][CH2:22][CH2:21]1. The catalyst class is: 19.